Dataset: P-glycoprotein inhibition data for predicting drug efflux from Broccatelli et al.. Task: Regression/Classification. Given a drug SMILES string, predict its absorption, distribution, metabolism, or excretion properties. Task type varies by dataset: regression for continuous measurements (e.g., permeability, clearance, half-life) or binary classification for categorical outcomes (e.g., BBB penetration, CYP inhibition). Dataset: pgp_broccatelli. (1) The drug is CC(=O)c1cccc(OC[C@@H](O)CN2CCN(c3ccccc3C)CC2)c1. The result is 1 (inhibitor). (2) The molecule is O=C(CCc1cccc2ccccc12)c1ccccc1OC[C@@H](O)CN1CCC(O)(c2ccccc2)CC1. The result is 1 (inhibitor).